Dataset: Full USPTO retrosynthesis dataset with 1.9M reactions from patents (1976-2016). Task: Predict the reactants needed to synthesize the given product. (1) Given the product [Br:8][C:9]1[CH:21]=[CH:20][CH:19]=[CH:18][C:10]=1[CH2:11][C@H:12]([C:14]([O:16][CH3:17])=[O:15])[NH:13][C:23]([O:25][CH3:26])=[O:24], predict the reactants needed to synthesize it. The reactants are: O.C(=O)([O-])O.[Na+].Cl.[Br:8][C:9]1[CH:21]=[CH:20][CH:19]=[CH:18][C:10]=1[CH2:11][C@H:12]([C:14]([O:16][CH3:17])=[O:15])[NH2:13].Cl[C:23]([O:25][CH3:26])=[O:24]. (2) Given the product [OH:8][C:9]1[C:14](=[O:15])[C:13]([CH:16]([OH:21])[C:17]([F:20])([F:18])[F:19])=[CH:12][NH:11][C:10]=1[CH3:22], predict the reactants needed to synthesize it. The reactants are: C([O:8][C:9]1[C:14](=[O:15])[C:13]([CH:16]([OH:21])[C:17]([F:20])([F:19])[F:18])=[CH:12][NH:11][C:10]=1[CH3:22])C1C=CC=CC=1.[H][H]. (3) Given the product [C:12]([O:11][C:9](=[O:10])[NH:21][C:20]1[CH:22]=[C:23]([O:25][CH3:26])[CH:24]=[C:18]([O:17][CH3:16])[CH:19]=1)([CH3:13])([CH3:14])[CH3:15], predict the reactants needed to synthesize it. The reactants are: [C:12]([O:11][C:9](O[C:9]([O:11][C:12]([CH3:15])([CH3:14])[CH3:13])=[O:10])=[O:10])([CH3:15])([CH3:14])[CH3:13].[CH3:16][O:17][C:18]1[CH:19]=[C:20]([CH:22]=[C:23]([O:25][CH3:26])[CH:24]=1)[NH2:21]. (4) Given the product [C:24]([O-:36])(=[O:35])[CH2:25][C:26]([CH2:31][C:32]([O-:34])=[O:33])([C:28]([O-:30])=[O:29])[OH:27].[Gd+3:1], predict the reactants needed to synthesize it. The reactants are: [Gd:1].C(N(CC(O)=O)CC(O)=O)CN(CC(O)=O)CC(O)=O.[Na+].[Cl-].[C:24]([O-:36])(=[O:35])[CH2:25][C:26]([CH2:31][C:32]([O-:34])=[O:33])([C:28]([O-:30])=[O:29])[OH:27].[Na+].[Na+].[Na+]. (5) Given the product [C:29]([O:33][C:34](=[O:44])[NH:35][CH2:36][CH:37]([NH:43][C:5]1[N:10]=[C:9]([C:11]2[C:19]3[C:14](=[N:15][C:16]([NH:20][CH2:21][CH2:22][N:23]4[CH2:28][CH2:27][O:26][CH2:25][CH2:24]4)=[N:17][CH:18]=3)[NH:13][N:12]=2)[CH:8]=[CH:7][N:6]=1)[C:38]1[CH:42]=[CH:41][S:40][CH:39]=1)([CH3:32])([CH3:30])[CH3:31], predict the reactants needed to synthesize it. The reactants are: CS([C:5]1[N:10]=[C:9]([C:11]2[C:19]3[C:14](=[N:15][C:16]([NH:20][CH2:21][CH2:22][N:23]4[CH2:28][CH2:27][O:26][CH2:25][CH2:24]4)=[N:17][CH:18]=3)[NH:13][N:12]=2)[CH:8]=[CH:7][N:6]=1)(=O)=O.[C:29]([O:33][C:34](=[O:44])[NH:35][CH2:36][CH:37]([NH2:43])[C:38]1[CH:42]=[CH:41][S:40][CH:39]=1)([CH3:32])([CH3:31])[CH3:30]. (6) The reactants are: C[Si]([N-][Si](C)(C)C)(C)C.[Li+].[F:11][C@H:12]1[C@H:16]([O:17][Si:18]([CH:25]([CH3:27])[CH3:26])([CH:22]([CH3:24])[CH3:23])[CH:19]([CH3:21])[CH3:20])[C@@H:15]([CH2:28][O:29][Si:30]([CH:37]([CH3:39])[CH3:38])([CH:34]([CH3:36])[CH3:35])[CH:31]([CH3:33])[CH3:32])[O:14][C:13]1=[O:40].[Cl:41]N1C(=O)CCC1=O.[Cl-].[NH4+]. Given the product [Cl:41][C@@:12]1([F:11])[C@H:16]([O:17][Si:18]([CH:25]([CH3:26])[CH3:27])([CH:19]([CH3:20])[CH3:21])[CH:22]([CH3:23])[CH3:24])[C@@H:15]([CH2:28][O:29][Si:30]([CH:31]([CH3:33])[CH3:32])([CH:34]([CH3:36])[CH3:35])[CH:37]([CH3:39])[CH3:38])[O:14][C:13]1=[O:40], predict the reactants needed to synthesize it. (7) Given the product [C:1]([O:5][C:6]([N:8]1[CH2:16][C:15]2[C:10](=[CH:11][CH:12]=[C:13]([N:23]3[CH2:24][CH:21]([O:20][CH3:19])[CH2:22]3)[CH:14]=2)[CH2:9]1)=[O:7])([CH3:4])([CH3:3])[CH3:2], predict the reactants needed to synthesize it. The reactants are: [C:1]([O:5][C:6]([N:8]1[CH2:16][C:15]2[C:10](=[CH:11][CH:12]=[C:13](I)[CH:14]=2)[CH2:9]1)=[O:7])([CH3:4])([CH3:3])[CH3:2].Cl.[CH3:19][O:20][CH:21]1[CH2:24][NH:23][CH2:22]1.